From a dataset of Catalyst prediction with 721,799 reactions and 888 catalyst types from USPTO. Predict which catalyst facilitates the given reaction. (1) Reactant: [Cl:1][C:2]1[N:11]=[C:10](Cl)[C:9]2[C:4](=[CH:5][CH:6]=[C:7]([I:13])[CH:8]=2)[N:3]=1.[CH:14]1([C:17]2[CH:18]=[C:19]([NH2:22])[NH:20][N:21]=2)[CH2:16][CH2:15]1. Product: [Cl:1][C:2]1[N:11]=[C:10]([NH:22][C:19]2[NH:20][N:21]=[C:17]([CH:14]3[CH2:16][CH2:15]3)[CH:18]=2)[C:9]2[C:4](=[CH:5][CH:6]=[C:7]([I:13])[CH:8]=2)[N:3]=1. The catalyst class is: 8. (2) Reactant: [C:1]1([C:7]([C:9]2[CH:14]=[CH:13][CH:12]=[CH:11][CH:10]=2)=[NH:8])[CH:6]=[CH:5][CH:4]=[CH:3][CH:2]=1.CC(O)=O.[OH-].[K+].[S:21]([CH2:26][C:27](=O)[CH3:28])[CH2:22][C:23](=O)[CH3:24].[BH3-]C#N.[Na+]. Product: [CH:7]([N:8]1[C@H:27]([CH3:28])[CH2:26][S:21][CH2:22][C@H:23]1[CH3:24])([C:1]1[CH:2]=[CH:3][CH:4]=[CH:5][CH:6]=1)[C:9]1[CH:10]=[CH:11][CH:12]=[CH:13][CH:14]=1. The catalyst class is: 5. (3) Reactant: I[C:2]1[CH:3]=[C:4]([CH:7]=[C:8]([CH3:12])[C:9]=1[O:10][CH3:11])[CH:5]=[O:6].[C:13]1(B(O)O)[CH:18]=[CH:17]C=[CH:15][CH:14]=1.O.O.O.O.O.O.O.O.[OH-].[Ba+2].[OH-].[CH3:33]OCCOC. Product: [CH3:11][O:10][C:9]1[C:8]([C:12]2[CH:17]=[CH:18][CH:13]=[CH:14][CH:15]=2)=[CH:7][C:4]([CH:5]=[O:6])=[CH:3][C:2]=1[CH3:33]. The catalyst class is: 167. (4) Reactant: [Br:1][C:2]1[C:3]([CH3:9])=[CH:4][C:5](F)=[N:6][CH:7]=1.C[Si]([N-][Si](C)(C)C)(C)C.[Na+].[CH3:20][S:21]([CH3:24])(=[O:23])=[O:22].[NH4+].[Cl-]. Product: [Br:1][C:2]1[C:3]([CH3:9])=[CH:4][C:5]([CH2:20][S:21]([CH3:24])(=[O:23])=[O:22])=[N:6][CH:7]=1. The catalyst class is: 1. (5) Reactant: [N+:1]([C:4]1[C:5]([OH:16])=[N:6][C:7]([C:10]2[N:11]=[N:12][CH:13]=[CH:14][CH:15]=2)=[N:8][CH:9]=1)([O-])=O.O. Product: [NH2:1][C:4]1[C:5]([OH:16])=[N:6][C:7]([C:10]2[N:11]=[N:12][CH:13]=[CH:14][CH:15]=2)=[N:8][CH:9]=1. The catalyst class is: 20.